Predict the reaction yield, written as a fraction of the theoretical maximum amount of product (1.0 means a 100% yield; for example, 0.34 means a 34% yield). From a dataset of Reaction yield outcomes from USPTO patents with 853,638 reactions. The reactants are FC(F)(F)C(O)=O.[C:8]([O:12][C:13]([N:15]1[CH2:18][CH:17]([N:19]2[CH:23]=[C:22]([C:24]3[C:25]([O:39][C:40]4[CH:45]=[CH:44][C:43]([F:46])=[C:42](Cl)[CH:41]=4)=[C:26]4[C:31](=[CH:32][CH:33]=3)[N:30]([C:34]([O:36][CH3:37])=[O:35])[C@@H:29]([CH3:38])[CH2:28][CH2:27]4)[CH:21]=[N:20]2)[CH2:16]1)=[O:14])([CH3:11])([CH3:10])[CH3:9]. The yield is 1.00. The product is [C:8]([O:12][C:13]([N:15]1[CH2:18][CH:17]([N:19]2[CH:23]=[C:22]([C:24]3[C:25]([O:39][C:40]4[CH:45]=[CH:44][C:43]([F:46])=[CH:42][CH:41]=4)=[C:26]4[C:31](=[CH:32][CH:33]=3)[N:30]([C:34]([O:36][CH3:37])=[O:35])[C@@H:29]([CH3:38])[CH2:28][CH2:27]4)[CH:21]=[N:20]2)[CH2:16]1)=[O:14])([CH3:9])([CH3:10])[CH3:11]. The catalyst is ClCCl.